From a dataset of Full USPTO retrosynthesis dataset with 1.9M reactions from patents (1976-2016). Predict the reactants needed to synthesize the given product. Given the product [ClH:10].[NH2:8][C:7]1[NH:6][C:4]([N:2]([CH3:3])[CH3:1])=[N:5][CH:11]([CH3:12])[N:9]=1, predict the reactants needed to synthesize it. The reactants are: [CH3:1][N:2]([C:4]([N:6]=[C:7]([NH2:9])[NH2:8])=[NH:5])[CH3:3].[ClH:10].[CH2:11](OC(OCC)C)[CH3:12].